From a dataset of Full USPTO retrosynthesis dataset with 1.9M reactions from patents (1976-2016). Predict the reactants needed to synthesize the given product. (1) Given the product [Cl:31][C:32]1[CH:33]=[C:34]([CH:38]([OH:77])[CH2:39][NH:40][C:41]2[CH2:45][N:44]([S:46]([C:49]([F:51])([F:50])[F:52])(=[O:47])=[O:48])[C:43](=[O:53])[C:42]=2[C:54]2[N:58]([C:59]([O:61][C:62]([CH3:65])([CH3:64])[CH3:63])=[O:60])[C:57]3[CH:66]=[C:67]([N:71]4[CH2:76][CH2:75][O:74][CH2:73][CH2:72]4)[CH:68]=[C:69]([CH3:70])[C:56]=3[N:55]=2)[CH:35]=[CH:36][C:37]=1[O:1][CH3:2], predict the reactants needed to synthesize it. The reactants are: [OH:1][C:2]1CNC(=O)C=1C1N(C(OC(C)(C)C)=O)C2C=C(N3CCOCC3)C=C(C)C=2N=1.[Cl:31][C:32]1[CH:33]=[C:34]([C@H:38]([OH:77])[CH2:39][NH:40][C:41]2[CH2:45][N:44]([S:46]([C:49]([F:52])([F:51])[F:50])(=[O:48])=[O:47])[C:43](=[O:53])[C:42]=2[C:54]2[N:58]([C:59]([O:61][C:62]([CH3:65])([CH3:64])[CH3:63])=[O:60])[C:57]3[CH:66]=[C:67]([N:71]4[CH2:76][CH2:75][O:74][CH2:73][CH2:72]4)[CH:68]=[C:69]([CH3:70])[C:56]=3[N:55]=2)[CH:35]=[CH:36][CH:37]=1. (2) Given the product [NH2:1][C:2]1[N:3]([C:17]2[CH:22]=[CH:21][CH:20]=[CH:19][CH:18]=2)[N:4]=[C:5]2[C:14]3[CH:13]=[CH:12][C:11]([OH:24])=[CH:10][C:9]=3[NH:8][C:7](=[O:16])[C:6]=12, predict the reactants needed to synthesize it. The reactants are: [NH2:1][C:2]1[N:3]([C:17]2[CH:22]=[CH:21][CH:20]=[CH:19][CH:18]=2)[N:4]=[C:5]2[C:14]3[CH:13]=[CH:12][C:11](N)=[CH:10][C:9]=3[NH:8][C:7](=[O:16])[C:6]=12.S(=O)(=O)(O)[OH:24].N([O-])=O.[Na+].C(=O)([O-])O.[Na+]. (3) Given the product [CH3:1][O:2][C:3]1[C:4]([N:25]([C:32]([O:33][CH2:34][CH:35]=[CH2:36])=[O:37])[C:26]2[CH:31]=[CH:30][N:29]=[CH:28][CH:27]=2)=[N:5][C:6]([C:9]2[C:17]3[C:12](=[CH:13][CH:14]=[CH:15][CH:16]=3)[N:11]([C:18]([O:20][C:21]([CH3:24])([CH3:22])[CH3:23])=[O:19])[N:10]=2)=[N:7][CH:8]=1, predict the reactants needed to synthesize it. The reactants are: [CH3:1][O:2][C:3]1[C:4]([NH:25][C:26]2[CH:31]=[CH:30][N:29]=[CH:28][CH:27]=2)=[N:5][C:6]([C:9]2[C:17]3[C:12](=[CH:13][CH:14]=[CH:15][CH:16]=3)[N:11]([C:18]([O:20][C:21]([CH3:24])([CH3:23])[CH3:22])=[O:19])[N:10]=2)=[N:7][CH:8]=1.[C:32](Cl)(=[O:37])[O:33][CH2:34][CH:35]=[CH2:36]. (4) Given the product [F:1][C:2]([F:9])([F:8])/[CH:3]=[CH:4]/[C:5]([NH:26][CH2:25][CH2:24][NH:23][C:21]1[CH:20]=[N:19][CH:18]=[C:17]([CH3:16])[N:22]=1)=[O:6], predict the reactants needed to synthesize it. The reactants are: [F:1][C:2]([F:9])([F:8])/[CH:3]=[CH:4]/[C:5](O)=[O:6].C(Cl)(=O)C(Cl)=O.[CH3:16][C:17]1[N:22]=[C:21]([NH:23][CH2:24][CH2:25][NH2:26])[CH:20]=[N:19][CH:18]=1.CCOP(O)N(C(C)C)C(C)C. (5) Given the product [Br:23][CH:9]([C:3]1[CH:4]=[CH:5][C:6]([F:8])=[CH:7][C:2]=1[F:1])[C:10]([C:12]1[CH:13]=[CH:14][C:15]2[O:20][CH2:19][C:18](=[O:21])[NH:17][C:16]=2[CH:22]=1)=[O:11], predict the reactants needed to synthesize it. The reactants are: [F:1][C:2]1[CH:7]=[C:6]([F:8])[CH:5]=[CH:4][C:3]=1[CH2:9][C:10]([C:12]1[CH:13]=[CH:14][C:15]2[O:20][CH2:19][C:18](=[O:21])[NH:17][C:16]=2[CH:22]=1)=[O:11].[BrH:23].Br.[NH+]1C=CC=CC=1.[O-]S([O-])(=S)=O.[Na+].[Na+]. (6) Given the product [Br:21][C:20]1[C:16]([NH:15][C:2]2[CH:7]=[CH:6][C:5]([C:8]3[CH:13]=[CH:12][C:11]([F:14])=[CH:10][CH:9]=3)=[CH:4][CH:3]=2)=[N:17][N:18]([CH3:22])[CH:19]=1, predict the reactants needed to synthesize it. The reactants are: Br[C:2]1[CH:7]=[CH:6][C:5]([C:8]2[CH:13]=[CH:12][C:11]([F:14])=[CH:10][CH:9]=2)=[CH:4][CH:3]=1.[NH2:15][C:16]1[C:20]([Br:21])=[CH:19][N:18]([CH3:22])[N:17]=1.CC(C)([O-])C.[Na+].C1C=CC(P(C2C(C3C(P(C4C=CC=CC=4)C4C=CC=CC=4)=CC=C4C=3C=CC=C4)=C3C(C=CC=C3)=CC=2)C2C=CC=CC=2)=CC=1.